This data is from Catalyst prediction with 721,799 reactions and 888 catalyst types from USPTO. The task is: Predict which catalyst facilitates the given reaction. (1) Reactant: [Cl:1][C:2]1[C:3]([C:13]#N)=[N:4][CH:5]=[C:6]([O:8][CH2:9][CH:10]([F:12])[F:11])[CH:7]=1.[OH-:15].[Na+].[OH2:17]. Product: [Cl:1][C:2]1[C:3]([C:13]([OH:17])=[O:15])=[N:4][CH:5]=[C:6]([O:8][CH2:9][CH:10]([F:12])[F:11])[CH:7]=1. The catalyst class is: 12. (2) Reactant: [Cl:1][C:2]1[N:7]=[C:6]([NH:8][C:9]([CH:13]2[CH2:15][CH2:14]2)([CH3:12])[CH2:10][OH:11])[CH:5]=[CH:4][N:3]=1.C(N(CC)CC)C.Cl[C:24](Cl)([O:26]C(=O)OC(Cl)(Cl)Cl)Cl. Product: [Cl:1][C:2]1[N:7]=[C:6]([N:8]2[C:9]([CH:13]3[CH2:15][CH2:14]3)([CH3:12])[CH2:10][O:11][C:24]2=[O:26])[CH:5]=[CH:4][N:3]=1. The catalyst class is: 20. (3) Reactant: [CH3:1][C:2]1([CH3:28])[CH2:26][C:6]2[N:7]=[C:8]([N:10]3[CH2:15][CH2:14][O:13][CH2:12][C@@H:11]3[CH2:16][C:17]3[C:25]4[C:20](=[CH:21][CH:22]=[CH:23][CH:24]=4)[NH:19][CH:18]=3)[S:9][C:5]=2[C:4](=[O:27])[CH2:3]1.C(N(CC)CC)C.[C:36](OC(=O)C)(=[O:38])[CH3:37]. Product: [C:36]([N:19]1[C:20]2[C:25](=[CH:24][CH:23]=[CH:22][CH:21]=2)[C:17]([CH2:16][C@H:11]2[CH2:12][O:13][CH2:14][CH2:15][N:10]2[C:8]2[S:9][C:5]3[C:4](=[O:27])[CH2:3][C:2]([CH3:28])([CH3:1])[CH2:26][C:6]=3[N:7]=2)=[CH:18]1)(=[O:38])[CH3:37]. The catalyst class is: 64. (4) Reactant: [CH:1]([C:4]1[CH:9]=[CH:8][C:7]([CH:10]2[C:14]3[C:15]([CH3:22])=[C:16]([NH2:21])[C:17]([CH3:20])=[C:18]([CH3:19])[C:13]=3[O:12][C:11]2([CH3:24])[CH3:23])=[CH:6][CH:5]=1)([CH3:3])[CH3:2].[CH3:25][O:26][C:27]1[CH:32]=[CH:31][C:30]([CH2:33][CH2:34][C:35](Cl)=[O:36])=[CH:29][CH:28]=1. Product: [CH:1]([C:4]1[CH:9]=[CH:8][C:7]([CH:10]2[C:14]3[C:15]([CH3:22])=[C:16]([NH:21][C:35](=[O:36])[CH2:34][CH2:33][C:30]4[CH:31]=[CH:32][C:27]([O:26][CH3:25])=[CH:28][CH:29]=4)[C:17]([CH3:20])=[C:18]([CH3:19])[C:13]=3[O:12][C:11]2([CH3:24])[CH3:23])=[CH:6][CH:5]=1)([CH3:3])[CH3:2]. The catalyst class is: 175. (5) Reactant: [CH3:1][C:2]1(O)[CH:9]2[CH2:10][CH:5]3[CH2:6][CH:7]([CH2:11][CH:3]1[CH2:4]3)[CH2:8]2.S(=O)(=O)(O)O.C1(C)C=CC=CC=1. Product: [CH2:1]=[C:2]1[CH:3]2[CH2:11][CH:7]3[CH2:6][CH:5]([CH2:10][CH:9]1[CH2:8]3)[CH2:4]2. The catalyst class is: 6. (6) Reactant: [CH2:1]([N:3]([CH2:17][CH3:18])[C:4]([CH:6]1[CH2:15][C:14](=O)[C:13]2[C:8](=[CH:9][CH:10]=[CH:11][CH:12]=2)[S:7]1)=[O:5])[CH3:2].Cl.[CH3:20][O:21][C:22]1[CH:27]=[CH:26][C:25]([NH:28]N)=[CH:24][CH:23]=1.S(=O)(=O)(O)O. Product: [CH2:1]([N:3]([CH2:17][CH3:18])[C:4]([CH:6]1[C:15]2[C:26]3[C:25](=[CH:24][CH:23]=[C:22]([O:21][CH3:20])[CH:27]=3)[NH:28][C:14]=2[C:13]2[CH:12]=[CH:11][CH:10]=[CH:9][C:8]=2[S:7]1)=[O:5])[CH3:2]. The catalyst class is: 8. (7) Product: [CH3:1][O:2][C:3]1[CH:4]=[C:5]([NH:11][C:12]2[C:13]3[N:38]=[CH:37][S:36][C:14]=3[N:15]=[C:16]([N:18]3[CH2:22][CH2:21][CH:20]([NH:23][C:24]([C:26]4[CH:35]=[CH:34][C:29]([C:30]([OH:32])=[O:31])=[CH:28][CH:27]=4)=[O:25])[CH2:19]3)[N:17]=2)[CH:6]=[CH:7][C:8]=1[O:9][CH3:10]. The catalyst class is: 799. Reactant: [CH3:1][O:2][C:3]1[CH:4]=[C:5]([NH:11][C:12]2[C:13]3[N:38]=[CH:37][S:36][C:14]=3[N:15]=[C:16]([N:18]3[CH2:22][CH2:21][CH:20]([NH:23][C:24]([C:26]4[CH:35]=[CH:34][C:29]([C:30]([O:32]C)=[O:31])=[CH:28][CH:27]=4)=[O:25])[CH2:19]3)[N:17]=2)[CH:6]=[CH:7][C:8]=1[O:9][CH3:10].O[Li].O.